From a dataset of Forward reaction prediction with 1.9M reactions from USPTO patents (1976-2016). Predict the product of the given reaction. The product is: [C:1]([C:5]1[CH:6]=[C:7]([CH2:8][N:21]([CH2:22][CH2:23][OH:24])[CH2:18][CH2:19][OH:20])[CH:10]=[C:11]([C:14]([CH3:17])([CH3:16])[CH3:15])[C:12]=1[OH:13])([CH3:4])([CH3:3])[CH3:2]. Given the reactants [C:1]([C:5]1[CH:6]=[C:7]([CH:10]=[C:11]([C:14]([CH3:17])([CH3:16])[CH3:15])[C:12]=1[OH:13])[CH2:8]Br)([CH3:4])([CH3:3])[CH3:2].[CH2:18]([NH:21][CH2:22][CH2:23][OH:24])[CH2:19][OH:20], predict the reaction product.